This data is from Reaction yield outcomes from USPTO patents with 853,638 reactions. The task is: Predict the reaction yield, written as a fraction of the theoretical maximum amount of product (1.0 means a 100% yield; for example, 0.34 means a 34% yield). (1) The reactants are [CH3:1][O:2][C:3]([C:5]1[S:6][CH:7]=[CH:8][C:9]=1[NH2:10])=[O:4].[CH2:11]([O:13][C:14](=[O:26])[CH2:15][CH2:16][CH2:17][C:18]([CH:20]1[CH2:25][CH2:24][CH2:23][CH2:22][CH2:21]1)=O)[CH3:12].C1([SiH3])C=CC=CC=1.C([Sn](Cl)(Cl)CCCC)CCC. The catalyst is O1CCOCC1. The product is [CH3:1][O:2][C:3]([C:5]1[S:6][CH:7]=[CH:8][C:9]=1[NH:10][CH:18]([CH:20]1[CH2:25][CH2:24][CH2:23][CH2:22][CH2:21]1)[CH2:17][CH2:16][CH2:15][C:14]([O:13][CH2:11][CH3:12])=[O:26])=[O:4]. The yield is 0.570. (2) The reactants are Br[C:2]1[CH:3]=[CH:4][C:5]([Cl:12])=[C:6]([CH:11]=1)[C:7]([O:9][CH3:10])=[O:8].[B:13]1([B:13]2[O:17][C:16]([CH3:19])([CH3:18])[C:15]([CH3:21])([CH3:20])[O:14]2)[O:17][C:16]([CH3:19])([CH3:18])[C:15]([CH3:21])([CH3:20])[O:14]1.C([O-])(=O)C.[K+].ClCCl. The catalyst is CS(C)=O.C(OCC)(=O)C. The product is [Cl:12][C:5]1[CH:4]=[CH:3][C:2]([B:13]2[O:17][C:16]([CH3:19])([CH3:18])[C:15]([CH3:21])([CH3:20])[O:14]2)=[CH:11][C:6]=1[C:7]([O:9][CH3:10])=[O:8]. The yield is 0.420. (3) The reactants are [CH3:1][O:2][C:3]1[CH:4]=[C:5]([CH2:19][NH2:20])[CH:6]=[CH:7][C:8]=1[O:9][CH2:10][C:11]1[CH:12]=[N:13][C:14]([O:17][CH3:18])=[CH:15][CH:16]=1.F[C:22]1[CH:27]=[CH:26][C:25]([I:28])=[CH:24][C:23]=1[N+:29]([O-:31])=[O:30].C(N(C(C)C)CC)(C)C.O. The catalyst is C(#N)C. The product is [I:28][C:25]1[CH:26]=[CH:27][C:22]([NH:20][CH2:19][C:5]2[CH:6]=[CH:7][C:8]([O:9][CH2:10][C:11]3[CH:12]=[N:13][C:14]([O:17][CH3:18])=[CH:15][CH:16]=3)=[C:3]([O:2][CH3:1])[CH:4]=2)=[C:23]([N+:29]([O-:31])=[O:30])[CH:24]=1. The yield is 0.800. (4) The reactants are [Br:1][C:2]1[CH:14]=[CH:13][C:12]2[C:11]3[C:6](=[CH:7][C:8]([Br:15])=[CH:9][CH:10]=3)[CH:5]([CH3:16])[C:4]=2[CH:3]=1.[OH-].[K+].O.Br[CH2:21][CH2:22][CH2:23][CH2:24][N:25]1[C:29](=[O:30])[C:28]2=[CH:31][CH:32]=[CH:33][CH:34]=[C:27]2[C:26]1=[O:35]. The catalyst is CS(C)=O.ClCCl. The product is [Br:1][C:2]1[CH:14]=[CH:13][C:12]2[C:11]3[C:6](=[CH:7][C:8]([Br:15])=[CH:9][CH:10]=3)[C:5]([CH2:21][CH2:22][CH2:23][CH2:24][N:25]3[C:29](=[O:30])[C:28]4[C:27](=[CH:34][CH:33]=[CH:32][CH:31]=4)[C:26]3=[O:35])([CH3:16])[C:4]=2[CH:3]=1. The yield is 0.200. (5) The reactants are [F:1][C:2]1([F:17])[O:6][C:5]2[CH:7]=[CH:8][C:9]([C:11]3([C:14](O)=[O:15])[CH2:13][CH2:12]3)=[CH:10][C:4]=2[O:3]1.S(Cl)([Cl:20])=O. The catalyst is CN(C)C=O. The product is [F:1][C:2]1([F:17])[O:6][C:5]2[CH:7]=[CH:8][C:9]([C:11]3([C:14]([Cl:20])=[O:15])[CH2:13][CH2:12]3)=[CH:10][C:4]=2[O:3]1. The yield is 0.830. (6) The reactants are [N:1]1[S:2][N:3]=[C:4]2[CH:9]=[C:8]([C:10](=[O:17])[C:11]#[C:12][C:13](O)([CH3:15])[CH3:14])[CH:7]=[CH:6][C:5]=12.C(NCC)C.C([OH:25])C. No catalyst specified. The product is [N:1]1[S:2][N:3]=[C:4]2[CH:9]=[C:8]([C:10]3[O:17][C:13]([CH3:14])([CH3:15])[C:12](=[O:25])[CH:11]=3)[CH:7]=[CH:6][C:5]=12. The yield is 0.830. (7) The reactants are [Br:1][C:2]1[C:3](=[O:9])[NH:4][C:5](=[O:8])[NH:6][CH:7]=1.[CH3:10]/C(/O[Si](C)(C)C)=N\[Si](C)(C)C.[F:22][C:23]1[CH:30]=[CH:29][CH:28]=[C:27]([F:31])[C:24]=1[CH2:25]Br. The catalyst is ClC(Cl)C. The product is [Br:1][C:2]1[C:3](=[O:9])[NH:4][C:5](=[O:8])[N:6]([CH2:25][C:24]2[C:23]([F:22])=[CH:30][CH:29]=[CH:28][C:27]=2[F:31])[C:7]=1[CH3:10]. The yield is 0.500. (8) The reactants are Cl.[NH2:2][CH2:3][C:4](=[O:17])[C:5]([C:8]1[CH:9]=[CH:10][C:11]([F:16])=[C:12]([CH:15]=1)[C:13]#[N:14])([CH3:7])[CH3:6].CCN(CC)CC.[F:25][C:26]1[CH:31]=[CH:30][C:29]([N:32]=[C:33]=[S:34])=[CH:28][C:27]=1[O:35][CH3:36]. The catalyst is C(Cl)Cl. The product is [C:13]([C:12]1[CH:15]=[C:8]([C:5]([CH3:7])([CH3:6])[C:4](=[O:17])[CH2:3][NH:2][C:33]([NH:32][C:29]2[CH:30]=[CH:31][C:26]([F:25])=[C:27]([O:35][CH3:36])[CH:28]=2)=[S:34])[CH:9]=[CH:10][C:11]=1[F:16])#[N:14]. The yield is 0.840.